Dataset: Forward reaction prediction with 1.9M reactions from USPTO patents (1976-2016). Task: Predict the product of the given reaction. (1) Given the reactants [NH2:1][C:2]([C:4]1[CH:5]=[N:6][C:7]2[C:12]([C:13]=1[NH:14][C:15]1[CH:16]=[C:17]([CH:23]=[CH:24][CH:25]=1)[C:18]([O:20][CH2:21][CH3:22])=[O:19])=[CH:11][CH:10]=[C:9](Br)[CH:8]=2)=[O:3].[CH3:27][O:28][C:29]1[CH:34]=[C:33](B2OC(C)(C)C(C)(C)O2)[CH:32]=[C:31]([C:44]([F:47])([F:46])[F:45])[N:30]=1, predict the reaction product. The product is: [NH2:1][C:2]([C:4]1[CH:5]=[N:6][C:7]2[C:12]([C:13]=1[NH:14][C:15]1[CH:16]=[C:17]([CH:23]=[CH:24][CH:25]=1)[C:18]([O:20][CH2:21][CH3:22])=[O:19])=[CH:11][CH:10]=[C:9]([C:33]1[CH:32]=[C:31]([C:44]([F:46])([F:47])[F:45])[N:30]=[C:29]([O:28][CH3:27])[CH:34]=1)[CH:8]=2)=[O:3]. (2) Given the reactants FC1(F)C2C(=CC=CC=2[C@@H]([OH:13])C)N(CC2C=CN=CC=2F)C1=O.[Cl:24][C:25]1[CH:26]=[CH:27][C:28]([CH2:31][N:32]2[C:40]3[C:35](=[C:36]([C@@H:41]([OH:43])[CH3:42])[CH:37]=[CH:38][CH:39]=3)[C:34]([F:45])([F:44])[C:33]2=[O:46])=[N:29][CH:30]=1, predict the reaction product. The product is: [Cl:24][C:25]1[CH:26]=[CH:27][C:28]([CH2:31][N:32]2[C:40]3[C:35](=[C:36]([C@@H:41]([OH:43])[CH3:42])[CH:37]=[CH:38][CH:39]=3)[C:34]([F:44])([F:45])[C:33]2=[O:46])=[N+:29]([O-:13])[CH:30]=1. (3) The product is: [CH2:29]([O:33][C:34]([C:11]1[C:2]([Cl:1])=[CH:3][N:4]=[C:5]2[C:10]=1[N:9]=[C:8]([O:20][CH3:21])[CH:7]=[CH:6]2)=[CH2:35])[CH2:30][CH2:31][CH3:32]. Given the reactants [Cl:1][C:2]1[CH:3]=[N:4][C:5]2[C:10]([C:11]=1OS(C(F)(F)F)(=O)=O)=[N:9][C:8]([O:20][CH3:21])=[CH:7][CH:6]=2.C(N(CC)CC)C.[CH2:29]([O:33][CH:34]=[CH2:35])[CH2:30][CH2:31][CH3:32].C1(P(C2C=CC=CC=2)CCCP(C2C=CC=CC=2)C2C=CC=CC=2)C=CC=CC=1, predict the reaction product. (4) Given the reactants [F:1][C:2]1[CH:9]=[C:6]([CH:7]=[O:8])[C:5]([OH:10])=[CH:4][CH:3]=1.C(=O)([O-])[O-].[K+].[K+].CN(C=O)C.[CH2:22](Br)[CH:23]=[CH2:24], predict the reaction product. The product is: [CH2:24]([O:10][C:5]1[CH:4]=[CH:3][C:2]([F:1])=[CH:9][C:6]=1[CH:7]=[O:8])[CH:23]=[CH2:22].